This data is from Full USPTO retrosynthesis dataset with 1.9M reactions from patents (1976-2016). The task is: Predict the reactants needed to synthesize the given product. (1) Given the product [Cl:37][C:4]1[C:9]2[NH:8][CH:7]=[C:6]3[C:12](=[O:21])[N:13]([C:15]4[CH:16]=[CH:17][CH:18]=[CH:19][CH:20]=4)[N:14]=[C:5]3[C:10]=2[CH:11]=[CH:2][N:3]=1, predict the reactants needed to synthesize it. The reactants are: F[C:2]1[CH:11]=[CH:10][C:9]2[NH:8][CH:7]=[C:6]3[C:12](=[O:21])[N:13]([C:15]4[CH:20]=[CH:19][CH:18]=[CH:17][CH:16]=4)[N:14]=[C:5]3[C:4]=2[N:3]=1.C(OC(C1C=NC2C(C=1[Cl:37])=NC(F)=CC=2)=O)C. (2) Given the product [ClH:42].[F:41][C:36]1[CH:35]=[C:34]([CH:39]=[CH:38][C:37]=1[CH3:40])[CH2:33][NH:8][CH:9]1[CH2:14][CH2:13][N:12]([CH2:15][CH2:16][N:17]2[C:26]3[C:21](=[CH:22][CH:23]=[C:24]([O:27][CH3:28])[CH:25]=3)[N:20]=[CH:19][C:18]2=[O:29])[CH:11]([C:30]([OH:32])=[O:31])[CH2:10]1, predict the reactants needed to synthesize it. The reactants are: C(OC([N:8]([CH2:33][C:34]1[CH:39]=[CH:38][C:37]([CH3:40])=[C:36]([F:41])[CH:35]=1)[CH:9]1[CH2:14][CH2:13][N:12]([CH2:15][CH2:16][N:17]2[C:26]3[C:21](=[CH:22][CH:23]=[C:24]([O:27][CH3:28])[CH:25]=3)[N:20]=[CH:19][C:18]2=[O:29])[CH:11]([C:30]([OH:32])=[O:31])[CH2:10]1)=O)(C)(C)C.[ClH:42].C(OCC)(=O)C. (3) Given the product [C:1]([O:5][C:6]([N:8]1[CH2:9][CH2:10][CH:11]([CH2:14][O:15][C:16]2[CH:25]=[C:24]3[C:19]([C:20]([O:74][C:71]4[CH:72]=[CH:73][C:68]([NH:67][C:65]([C:62]5([C:60](=[O:61])[NH:59][C:56]6[CH:55]=[CH:54][C:53]([F:52])=[CH:58][CH:57]=6)[CH2:64][CH2:63]5)=[O:66])=[CH:69][C:70]=4[F:88])=[N:21][CH:22]=[N:23]3)=[CH:18][C:17]=2[O:26][CH3:27])[CH2:12][CH2:13]1)=[O:7])([CH3:3])([CH3:4])[CH3:2], predict the reactants needed to synthesize it. The reactants are: [C:1]([O:5][C:6]([N:8]1[CH2:13][CH2:12][CH:11]([CH:14](OC2C=CC(NC(C3(C(=O)NC4C=CC(F)=CC=4)CC3)=O)=CC=2F)[O:15][C:16]2[CH:25]=[C:24]3[C:19]([CH:20]=[N:21][CH:22]=[N:23]3)=[CH:18][C:17]=2[O:26][CH3:27])[CH2:10][CH2:9]1)=[O:7])([CH3:4])([CH3:3])[CH3:2].[F:52][C:53]1[CH:58]=[CH:57][C:56]([NH:59][C:60]([C:62]2([C:65]([NH:67][C:68]3[CH:73]=[CH:72][C:71]([O:74]C4C5C(=CC(O)=C(OC)C=5)N=CN=4)=[C:70]([F:88])[CH:69]=3)=[O:66])[CH2:64][CH2:63]2)=[O:61])=[CH:55][CH:54]=1.C(OC(N1CCC(COS(C)(=O)=O)CC1)=O)(C)(C)C.C([O-])([O-])=O.[K+].[K+]. (4) Given the product [C:19]([O:18][C:16](=[O:17])[N:14]([C@H:8]([C:9]1[O:10][CH:11]=[CH:12][CH:13]=1)[C@H:7]([CH3:23])[CH2:6][O:5][C@H:13]1[CH2:12][CH2:11][O:10][CH2:9]1)[CH3:15])([CH3:22])([CH3:21])[CH3:20], predict the reactants needed to synthesize it. The reactants are: CS([O:5][CH2:6][C@@H:7]([CH3:23])[C@H:8]([N:14]([C:16]([O:18][C:19]([CH3:22])([CH3:21])[CH3:20])=[O:17])[CH3:15])[C:9]1[O:10][CH:11]=[CH:12][CH:13]=1)(=O)=O.[H-].[Na+]. (5) Given the product [CH:10]1([CH2:9][O:8][C:7]2[C:2]([C:20]3[CH:19]=[CH:18][C:17]([F:16])=[C:22]([F:23])[CH:21]=3)=[CH:3][C:4]([C:13]([OH:15])=[O:14])=[CH:5][N:6]=2)[CH2:12][CH2:11]1, predict the reactants needed to synthesize it. The reactants are: Br[C:2]1[CH:3]=[C:4]([C:13]([OH:15])=[O:14])[CH:5]=[N:6][C:7]=1[O:8][CH2:9][CH:10]1[CH2:12][CH2:11]1.[F:16][C:17]1[CH:18]=[C:19](B(O)O)[CH:20]=[CH:21][C:22]=1[F:23]. (6) Given the product [Cl:40][C:37]1[CH:38]=[CH:39][C:34]([C@H:30]([C:31]([N:16]2[CH2:17][CH2:18][N:13]([C:12]3[C:7]4[C@H:6]([CH3:19])[CH2:5][C:4]([F:3])([F:20])[C:8]=4[N:9]=[CH:10][N:11]=3)[CH2:14][CH2:15]2)=[O:32])[CH2:29][N:28]([CH:41]([CH3:42])[CH3:43])[C:26](=[O:27])[O:25][C:21]([CH3:23])([CH3:22])[CH3:24])=[CH:35][CH:36]=1, predict the reactants needed to synthesize it. The reactants are: Cl.Cl.[F:3][C:4]1([F:20])[C:8]2[N:9]=[CH:10][N:11]=[C:12]([N:13]3[CH2:18][CH2:17][NH:16][CH2:15][CH2:14]3)[C:7]=2[C@H:6]([CH3:19])[CH2:5]1.[C:21]([O:25][C:26]([N:28]([CH:41]([CH3:43])[CH3:42])[CH2:29][C@H:30]([C:34]1[CH:39]=[CH:38][C:37]([Cl:40])=[CH:36][CH:35]=1)[C:31](O)=[O:32])=[O:27])([CH3:24])([CH3:23])[CH3:22].CCN(C(C)C)C(C)C.CN(C(ON1N=NC2C=CC=CC1=2)=[N+](C)C)C.F[P-](F)(F)(F)(F)F.C([O-])([O-])=O.[Na+].[Na+].